The task is: Predict the product of the given reaction.. This data is from Forward reaction prediction with 1.9M reactions from USPTO patents (1976-2016). The product is: [C:12]([O:16][CH:17]([O:21][C:22]([NH:11][CH2:10][C@H:2]1[CH2:3][CH2:4][C@H:5]([C:7]([OH:9])=[O:8])[CH2:6][CH2:1]1)=[O:23])[CH2:18][CH2:19][CH3:20])(=[O:15])[CH2:13][CH3:14]. Given the reactants [CH2:1]1[CH2:6][C@H:5]([C:7]([OH:9])=[O:8])[CH2:4][CH2:3][C@H:2]1[CH2:10][NH2:11].[C:12]([O:16][CH:17]([O:21][C:22](ON1C(=O)CCC1=O)=[O:23])[CH2:18][CH2:19][CH3:20])(=[O:15])[CH2:13][CH3:14], predict the reaction product.